From a dataset of Reaction yield outcomes from USPTO patents with 853,638 reactions. Predict the reaction yield, written as a fraction of the theoretical maximum amount of product (1.0 means a 100% yield; for example, 0.34 means a 34% yield). (1) The reactants are Br[C:2]1[C:3](=[O:10])[N:4]([CH2:8][CH3:9])[CH:5]=[CH:6][N:7]=1.[Cl:11][C:12]1[CH:17]=[CH:16][C:15](B(O)O)=[CH:14][CH:13]=1.C(=O)([O-])[O-].[Na+].[Na+].O. The catalyst is C1(C)C=CC=CC=1. The product is [Cl:11][C:12]1[CH:17]=[CH:16][C:15]([C:2]2[C:3](=[O:10])[N:4]([CH2:8][CH3:9])[CH:5]=[CH:6][N:7]=2)=[CH:14][CH:13]=1. The yield is 0.560. (2) The reactants are [OH:1][C:2]1[C:11]([C:12](=[O:15])[CH2:13][CH3:14])=[CH:10][CH:9]=[C:8]2[C:3]=1[CH:4]=[CH:5][CH2:6][O:7]2.[N+](=[CH:18][C:19]([O:21][CH2:22][CH3:23])=[O:20])=[N-]. The catalyst is ClCCCl. The product is [CH2:22]([O:21][C:19]([CH:18]1[CH:4]2[CH:5]1[CH2:6][O:7][C:8]1[CH:9]=[CH:10][C:11]([C:12](=[O:15])[CH2:13][CH3:14])=[C:2]([OH:1])[C:3]=12)=[O:20])[CH3:23]. The yield is 0.410.